Dataset: Reaction yield outcomes from USPTO patents with 853,638 reactions. Task: Predict the reaction yield, written as a fraction of the theoretical maximum amount of product (1.0 means a 100% yield; for example, 0.34 means a 34% yield). (1) The reactants are CC(OC(/N=N/C(OC(C)C)=O)=O)C.[OH:15][C:16]1[CH:21]=[CH:20][C:19]([C:22]2([OH:41])[CH2:27][CH2:26][N:25]([C:28]3[CH:29]=[CH:30][C:31]4[N:32]([C:34]([C:37]([F:40])([F:39])[F:38])=[N:35][N:36]=4)[N:33]=3)[CH2:24][CH2:23]2)=[CH:18][CH:17]=1.O[CH2:43][CH2:44][N:45]1[CH2:50][CH2:49][N:48]([CH3:51])[C:47](=[O:52])[CH2:46]1.C1(P(C2C=CC=CC=2)C2C=CC=CC=2)C=CC=CC=1. The catalyst is C1COCC1.CCOCC. The product is [OH:41][C:22]1([C:19]2[CH:20]=[CH:21][C:16]([O:15][CH2:43][CH2:44][N:45]3[CH2:50][CH2:49][N:48]([CH3:51])[C:47](=[O:52])[CH2:46]3)=[CH:17][CH:18]=2)[CH2:27][CH2:26][N:25]([C:28]2[CH:29]=[CH:30][C:31]3[N:32]([C:34]([C:37]([F:40])([F:39])[F:38])=[N:35][N:36]=3)[N:33]=2)[CH2:24][CH2:23]1. The yield is 0.450. (2) The reactants are [Cl:1][C:2]1[CH:3]=[C:4]([C@:9]23[CH2:14][CH:13]2[CH2:12][O:11][C:10]3=[O:15])[CH:5]=[CH:6][C:7]=1[Cl:8].ClCCl. The catalyst is O1CCCC1. The product is [Cl:1][C:2]1[CH:3]=[C:4]([C@:9]2([CH2:10][OH:15])[CH2:14][CH:13]2[CH2:12][OH:11])[CH:5]=[CH:6][C:7]=1[Cl:8]. The yield is 0.985. (3) The reactants are Cl[C:2]1[C:3]2[CH:20]=[CH:19][C:18](=[O:21])[N:17]([C:22]3[C:27]([F:28])=[CH:26][CH:25]=[CH:24][C:23]=3[F:29])[C:4]=2[N:5]=[C:6]([NH:8][CH2:9][CH2:10][CH2:11][N:12]([CH2:15][CH3:16])[CH2:13][CH3:14])[N:7]=1.CC1(C)C(C)(C)OB([C:38]2[CH:46]=[CH:45][C:41]([C:42]([OH:44])=[O:43])=[CH:40][CH:39]=2)O1.C(=O)([O-])[O-].[K+].[K+]. The catalyst is O1CCOCC1.O.C1C=CC([P]([Pd]([P](C2C=CC=CC=2)(C2C=CC=CC=2)C2C=CC=CC=2)([P](C2C=CC=CC=2)(C2C=CC=CC=2)C2C=CC=CC=2)[P](C2C=CC=CC=2)(C2C=CC=CC=2)C2C=CC=CC=2)(C2C=CC=CC=2)C2C=CC=CC=2)=CC=1. The product is [CH2:13]([N:12]([CH2:15][CH3:16])[CH2:11][CH2:10][CH2:9][NH:8][C:6]1[N:7]=[C:2]([C:38]2[CH:46]=[CH:45][C:41]([C:42]([OH:44])=[O:43])=[CH:40][CH:39]=2)[C:3]2[CH:20]=[CH:19][C:18](=[O:21])[N:17]([C:22]3[C:27]([F:28])=[CH:26][CH:25]=[CH:24][C:23]=3[F:29])[C:4]=2[N:5]=1)[CH3:14]. The yield is 0.720.